Dataset: Reaction yield outcomes from USPTO patents with 853,638 reactions. Task: Predict the reaction yield, written as a fraction of the theoretical maximum amount of product (1.0 means a 100% yield; for example, 0.34 means a 34% yield). (1) The reactants are [C:1]([O:5][C:6]([N:8]1[CH2:14][CH2:13][C:12]2[C:15]([C:20]#[C:21][C:22]3[S:23][CH:24]=[CH:25][N:26]=3)=[C:16]([Cl:19])[CH:17]=[CH:18][C:11]=2[CH2:10][CH2:9]1)=[O:7])([CH3:4])([CH3:3])[CH3:2].C(O)(=O)C. The catalyst is C(O)C.[Pd]. The product is [C:1]([O:5][C:6]([N:8]1[CH2:14][CH2:13][C:12]2[C:15]([CH2:20][CH2:21][C:22]3[S:23][CH:24]=[CH:25][N:26]=3)=[C:16]([Cl:19])[CH:17]=[CH:18][C:11]=2[CH2:10][CH2:9]1)=[O:7])([CH3:4])([CH3:2])[CH3:3]. The yield is 0.100. (2) The reactants are [C:1]([O:5][C:6]([NH:8][CH2:9][C:10]([OH:12])=O)=[O:7])([CH3:4])([CH3:3])[CH3:2].CCN(C(C)C)C(C)C.CN(C(ON1N=NC2C=CC=CC1=2)=[N+](C)C)C.F[P-](F)(F)(F)(F)F.[CH3:46][O:47][C:48]([C@H:50]1[NH:54][CH2:53][C@H:52]([OH:55])[CH2:51]1)=[O:49].Cl. The catalyst is CN(C=O)C. The product is [CH3:46][O:47][C:48](=[O:49])[C@@H:50]1[CH2:51][C@@H:52]([OH:55])[CH2:53][N:54]1[C:10](=[O:12])[CH2:9][NH:8][C:6]([O:5][C:1]([CH3:2])([CH3:3])[CH3:4])=[O:7]. The yield is 0.800. (3) The reactants are C(OC([NH:8][N:9]([C:22]([C:24]1[C:33](=[O:34])[C:32]2[C:27](=[CH:28][C:29]([Cl:35])=[CH:30][CH:31]=2)[NH:26][C:25]=1[C:36](N1CCCC1)=[O:37])=[O:23])[CH2:10][C:11]1[CH:16]=[CH:15][CH:14]=[C:13]([C:17]2[NH:21][N:20]=[N:19][N:18]=2)[CH:12]=1)=O)(C)(C)C.CS(O)(=O)=O.C(OCC)C.O. The catalyst is C1COCC1. The product is [Cl:35][C:29]1[CH:30]=[CH:31][C:32]2[C:33](=[O:34])[C:24]3[C:22](=[O:23])[N:9]([CH2:10][C:11]4[CH:16]=[CH:15][CH:14]=[C:13]([C:17]5[NH:18][N:19]=[N:20][N:21]=5)[CH:12]=4)[N:8]=[C:36]([OH:37])[C:25]=3[NH:26][C:27]=2[CH:28]=1. The yield is 0.410. (4) The reactants are [CH2:1]([CH:3]=[CH:4][PH:5](=[O:7])[OH:6])[CH3:2].[CH2:8](O)[CH2:9][OH:10]. The catalyst is C1(C)C=CC=CC=1. The product is [CH2:1]([CH:3]=[CH:4][PH:5](=[O:6])[O:7][CH2:8][CH2:9][OH:10])[CH3:2]. The yield is 0.940. (5) The reactants are [CH:1]1([CH2:4][O:5][C:6]2[CH:7]=[C:8]3[C:13](=[CH:14][CH:15]=2)[N:12]=[C:11]([NH:16][CH2:17][CH2:18][NH:19][C:20](=[O:22])[CH3:21])[C:10]([CH2:23]O)=[CH:9]3)[CH2:3][CH2:2]1.O=S(Cl)[Cl:27]. The catalyst is C(Cl)Cl. The product is [ClH:27].[Cl:27][CH2:23][C:10]1[C:11]([NH:16][CH2:17][CH2:18][NH:19][C:20](=[O:22])[CH3:21])=[N:12][C:13]2[C:8]([CH:9]=1)=[CH:7][C:6]([O:5][CH2:4][CH:1]1[CH2:3][CH2:2]1)=[CH:15][CH:14]=2. The yield is 1.00. (6) The reactants are C(O[CH:4](O)[C:5]([C:7]1[CH:8]=[C:9]([NH:13][S:14]([C:17]2[CH:22]=[CH:21][CH:20]=[CH:19][CH:18]=2)(=[O:16])=[O:15])[CH:10]=[CH:11][CH:12]=1)=[O:6])C.Cl.[NH2:25][C:26]([CH3:41])([CH3:40])[CH2:27][CH2:28][N:29]1[C:33]2[CH:34]=[CH:35][CH:36]=[CH:37][C:32]=2[N:31]([CH3:38])[C:30]1=[O:39].C(N(CC)CC)C.[BH4-].[Na+]. The catalyst is C(O)C. The product is [CH3:41][C:26]([NH:25][CH2:4][CH:5]([C:7]1[CH:8]=[C:9]([NH:13][S:14]([C:17]2[CH:18]=[CH:19][CH:20]=[CH:21][CH:22]=2)(=[O:15])=[O:16])[CH:10]=[CH:11][CH:12]=1)[OH:6])([CH3:40])[CH2:27][CH2:28][N:29]1[C:33]2[CH:34]=[CH:35][CH:36]=[CH:37][C:32]=2[N:31]([CH3:38])[C:30]1=[O:39]. The yield is 0.410. (7) The reactants are C[O:2][C:3](=[O:43])[C:4]1[CH:9]=[CH:8][C:7]([O:10][C:11]2[CH:16]=[CH:15][C:14]([CH2:17][C@H:18]([NH:34][C:35](=[O:42])[CH2:36][CH2:37][CH2:38][C:39]([OH:41])=O)[C:19]3[N:20]([CH2:32][CH3:33])[CH:21]=[C:22]([C:24]4[CH:29]=[CH:28][C:27]([Cl:30])=[CH:26][C:25]=4[Cl:31])[N:23]=3)=[CH:13][CH:12]=2)=[CH:6][CH:5]=1.[NH2:44][C:45]1[CH:50]=[CH:49][CH:48]=[CH:47][CH:46]=1. No catalyst specified. The product is [Cl:31][C:25]1[CH:26]=[C:27]([Cl:30])[CH:28]=[CH:29][C:24]=1[C:22]1[N:23]=[C:19]([C@@H:18]([NH:34][C:35](=[O:42])[CH2:36][CH2:37][CH2:38][C:39](=[O:41])[NH:44][C:45]2[CH:50]=[CH:49][CH:48]=[CH:47][CH:46]=2)[CH2:17][C:14]2[CH:13]=[CH:12][C:11]([O:10][C:7]3[CH:6]=[CH:5][C:4]([C:3]([OH:2])=[O:43])=[CH:9][CH:8]=3)=[CH:16][CH:15]=2)[N:20]([CH2:32][CH3:33])[CH:21]=1. The yield is 0.710. (8) The reactants are [CH3:1][C:2]1[N:7]=[C:6]([S:8][CH2:9][C:10]2[N:15]=[CH:14][CH:13]=[CH:12][N:11]=2)[N:5]=[C:4]([OH:16])[CH:3]=1.[ClH:17].O1CCOCC1. The catalyst is CO. The product is [ClH:17].[ClH:17].[CH3:1][C:2]1[N:7]=[C:6]([S:8][CH2:9][C:10]2[N:11]=[CH:12][CH:13]=[CH:14][N:15]=2)[N:5]=[C:4]([OH:16])[CH:3]=1. The yield is 0.800. (9) The reactants are [NH2:1][C:2]1[S:6][C:5]2[CH:7]=[CH:8][CH:9]=[CH:10][C:4]=2[C:3]=1[C:11]#[N:12].F[C:14]1[CH:19]=[CH:18][CH:17]=[CH:16][C:15]=1[N+:20]([O-:22])=[O:21].[OH-].[Li+]. The catalyst is CS(C)=O. The product is [N+:20]([C:15]1[CH:16]=[CH:17][CH:18]=[CH:19][C:14]=1[NH:1][C:2]1[S:6][C:5]2[CH:7]=[CH:8][CH:9]=[CH:10][C:4]=2[C:3]=1[C:11]#[N:12])([O-:22])=[O:21]. The yield is 0.830. (10) The reactants are [CH3:1][O:2][C:3]([C:5]1[C:9]([NH:10][C:11](=[O:21])[CH2:12][O:13][C:14]2[CH:19]=[CH:18][C:17](Br)=[CH:16][N:15]=2)=[CH:8][S:7][CH:6]=1)=[O:4].[CH3:22][O:23][C:24]1[CH:29]=[CH:28][CH:27]=[CH:26][C:25]=1B(O)O.C(=O)([O-])[O-].[Cs+].[Cs+]. The catalyst is O1CCCC1.O.C(OCC)(=O)C.C1C=CC([P]([Pd]([P](C2C=CC=CC=2)(C2C=CC=CC=2)C2C=CC=CC=2)([P](C2C=CC=CC=2)(C2C=CC=CC=2)C2C=CC=CC=2)[P](C2C=CC=CC=2)(C2C=CC=CC=2)C2C=CC=CC=2)(C2C=CC=CC=2)C2C=CC=CC=2)=CC=1. The product is [CH3:1][O:2][C:3]([C:5]1[C:9]([NH:10][C:11](=[O:21])[CH2:12][O:13][C:14]2[CH:19]=[CH:18][C:17]([C:25]3[CH:26]=[CH:27][CH:28]=[CH:29][C:24]=3[O:23][CH3:22])=[CH:16][N:15]=2)=[CH:8][S:7][CH:6]=1)=[O:4]. The yield is 0.790.